Dataset: Reaction yield outcomes from USPTO patents with 853,638 reactions. Task: Predict the reaction yield, written as a fraction of the theoretical maximum amount of product (1.0 means a 100% yield; for example, 0.34 means a 34% yield). (1) The reactants are [Br:1][C:2]1[CH:16]=[C:15](/[CH:17]=[CH:18]/[CH:19]([C:24]2[CH:29]=[C:28]([Cl:30])[C:27]([Cl:31])=[C:26]([Cl:32])[CH:25]=2)[C:20]([F:23])([F:22])[F:21])[CH:14]=[CH:13][C:3]=1[C:4]([NH:6][CH:7]1[CH2:12][CH2:11][NH:10][CH2:9][CH2:8]1)=[O:5].C(N(CC)CC)C.Cl[CH2:41][CH2:42][OH:43]. The catalyst is C1COCC1.C(OCC)(=O)C. The product is [Br:1][C:2]1[CH:16]=[C:15](/[CH:17]=[CH:18]/[CH:19]([C:24]2[CH:25]=[C:26]([Cl:32])[C:27]([Cl:31])=[C:28]([Cl:30])[CH:29]=2)[C:20]([F:23])([F:21])[F:22])[CH:14]=[CH:13][C:3]=1[C:4]([NH:6][CH:7]1[CH2:12][CH2:11][N:10]([CH2:41][CH2:42][OH:43])[CH2:9][CH2:8]1)=[O:5]. The yield is 0.340. (2) The reactants are Cl.[NH2:2][C:3]1[CH:8]([N:9]2[C:17](=[O:18])[C:16]3[C:11](=[CH:12][CH:13]=[CH:14][CH:15]=3)[C:10]2=[O:19])[CH2:7][CH2:6][CH2:5][N:4]=1.C[O-].[Na+].[Na].[N:24]1[CH:29]=[CH:28][C:27]([C:30](=O)[CH2:31][C:32](OCC)=[O:33])=[CH:26][CH:25]=1. The catalyst is C1(C)C=CC=CC=1.CO. The product is [O:33]=[C:32]1[N:4]2[CH2:5][CH2:6][CH2:7][CH:8]([N:9]3[C:10](=[O:19])[C:11]4[C:16](=[CH:15][CH:14]=[CH:13][CH:12]=4)[C:17]3=[O:18])[C:3]2=[N:2][C:30]([C:27]2[CH:28]=[CH:29][N:24]=[CH:25][CH:26]=2)=[CH:31]1. The yield is 0.340. (3) The reactants are O[Li].O.[C:4]([C:8]1[CH:12]=[C:11]([C:13]([O:15]CC)=[O:14])[N:10]([C:18]2[CH:19]=[C:20]3[C:25](=[CH:26][CH:27]=2)[N:24]=[C:23]([NH:28][CH3:29])[CH:22]=[CH:21]3)[N:9]=1)([CH3:7])([CH3:6])[CH3:5]. The catalyst is O.C1COCC1.CCO.Cl. The product is [C:4]([C:8]1[CH:12]=[C:11]([C:13]([OH:15])=[O:14])[N:10]([C:18]2[CH:19]=[C:20]3[C:25](=[CH:26][CH:27]=2)[N:24]=[C:23]([NH:28][CH3:29])[CH:22]=[CH:21]3)[N:9]=1)([CH3:7])([CH3:5])[CH3:6]. The yield is 1.00. (4) The reactants are [Cl:1][C:2]1[CH:3]=[C:4]([CH:8]([CH3:11])[C:9]#[N:10])[CH:5]=[CH:6][CH:7]=1.C(O)C.Cl.O. The catalyst is C1COCC1.CCOCC. The product is [ClH:1].[Cl:1][C:2]1[CH:3]=[C:4]([CH:8]([CH3:11])[CH2:9][NH2:10])[CH:5]=[CH:6][CH:7]=1. The yield is 0.700. (5) The reactants are Cl[C:2]1[CH:7]=[C:6]([C:8]2[S:9][C:10]3[C:11](=[O:20])[NH:12][CH2:13][C:14]([CH3:19])([CH3:18])[CH2:15][C:16]=3[N:17]=2)[CH:5]=[CH:4][N:3]=1.[NH2:21][C:22]1[CH:31]=[CH:30][C:25]([C:26]([NH:28][CH3:29])=[O:27])=[CH:24][CH:23]=1.CC([O-])(C)C.[Na+].C1(C2C=CC=CC=2)C=CC=CC=1.C(P(C(C)(C)C)C1C=CC=CC=1C1C=CC=CC=1)(C)(C)C. The catalyst is C1(C)C=CC=CC=1.CC([O-])=O.CC([O-])=O.[Pd+2].O1CCOCC1. The product is [CH3:18][C:14]1([CH3:19])[CH2:13][NH:12][C:11](=[O:20])[C:10]2[S:9][C:8]([C:6]3[CH:5]=[CH:4][N:3]=[C:2]([NH:21][C:22]4[CH:23]=[CH:24][C:25]([C:26]([NH:28][CH3:29])=[O:27])=[CH:30][CH:31]=4)[CH:7]=3)=[N:17][C:16]=2[CH2:15]1. The yield is 0.190. (6) The reactants are C([Li])CCC.[Cl:6][C:7]1[CH:8]=[CH:9][C:10]2[O:14][CH:13]=[C:12]([CH3:15])[C:11]=2[CH:16]=1.CN([CH:20]=[O:21])C. The catalyst is C1COCC1. The product is [Cl:6][C:7]1[CH:8]=[CH:9][C:10]2[O:14][C:13]([CH:20]=[O:21])=[C:12]([CH3:15])[C:11]=2[CH:16]=1. The yield is 0.960. (7) The reactants are [CH3:1][Si](C)(C)[N-][Si](C)(C)C.[K+].[C:11]([C:16]1C=CC=C[CH:17]=1)(=O)[CH:12]([CH3:14])[CH3:13].Br[CH2:23][C:24]([O:26][CH3:27])=[O:25].Cl. The catalyst is O1CCCC1. The product is [CH3:17][CH2:16][CH2:11][CH:12]([CH3:14])[CH3:13].[C:24]([O:26][CH2:27][CH3:1])(=[O:25])[CH3:23]. The yield is 0.260.